From a dataset of hERG potassium channel inhibition data for cardiac toxicity prediction from Karim et al.. Regression/Classification. Given a drug SMILES string, predict its toxicity properties. Task type varies by dataset: regression for continuous values (e.g., LD50, hERG inhibition percentage) or binary classification for toxic/non-toxic outcomes (e.g., AMES mutagenicity, cardiotoxicity, hepatotoxicity). Dataset: herg_karim. (1) The drug is Cc1oc(=O)oc1CN1CCN(c2cc3c(cc2F)c(=O)c(C(=O)O)c2n3[C@@H](C)S2)CC1. The result is 0 (non-blocker). (2) The compound is Cc1nc2ccccc2n1C1C[C@H]2CC[C@H](C1)N2CC[C@H](NC(=O)c1ccc(S(C)(=O)=O)cc1)c1ccc(F)cc1. The result is 1 (blocker). (3) The compound is O=P(NCc1ccccc1-c1cccnc1)(c1ccccc1)c1ccccc1. The result is 0 (non-blocker).